From a dataset of NCI-60 drug combinations with 297,098 pairs across 59 cell lines. Regression. Given two drug SMILES strings and cell line genomic features, predict the synergy score measuring deviation from expected non-interaction effect. Drug 1: C1CCC(CC1)NC(=O)N(CCCl)N=O. Drug 2: CNC(=O)C1=NC=CC(=C1)OC2=CC=C(C=C2)NC(=O)NC3=CC(=C(C=C3)Cl)C(F)(F)F. Cell line: SNB-75. Synergy scores: CSS=17.5, Synergy_ZIP=-8.72, Synergy_Bliss=-2.84, Synergy_Loewe=-7.28, Synergy_HSA=-3.06.